From a dataset of Full USPTO retrosynthesis dataset with 1.9M reactions from patents (1976-2016). Predict the reactants needed to synthesize the given product. (1) Given the product [NH2:16][CH2:15][C:11]1[CH:10]=[C:9]([C:7]2[C:6]([OH:24])=[CH:5][CH:4]=[C:3]([C:1]3[NH:2][N:28]=[N:27][N:26]=3)[CH:8]=2)[CH:14]=[CH:13][CH:12]=1, predict the reactants needed to synthesize it. The reactants are: [C:1]([C:3]1[CH:4]=[CH:5][C:6]([O:24]C)=[C:7]([C:9]2[CH:14]=[CH:13][CH:12]=[C:11]([CH2:15][NH:16]C(=O)OC(C)(C)C)[CH:10]=2)[CH:8]=1)#[N:2].[N:26]([Sn](CCCC)(CCCC)CCCC)=[N+:27]=[N-:28].C(OCC)(=O)C.Cl. (2) Given the product [Br:9][C:4]1[CH:3]=[C:2]([C:6](=[O:8])[CH3:7])[NH:1][CH:5]=1, predict the reactants needed to synthesize it. The reactants are: [NH:1]1[CH:5]=[CH:4][CH:3]=[C:2]1[C:6](=[O:8])[CH3:7].[Br:9]Br. (3) The reactants are: [CH3:1][O:2][CH2:3][CH2:4][CH2:5][C:6]1[CH:7]=[C:8]([CH:14]=[CH:15][CH:16]=1)[C:9](OCC)=[O:10].[H-].[Al+3].[Li+].[H-].[H-].[H-]. Given the product [CH3:1][O:2][CH2:3][CH2:4][CH2:5][C:6]1[CH:7]=[C:8]([CH2:9][OH:10])[CH:14]=[CH:15][CH:16]=1, predict the reactants needed to synthesize it. (4) Given the product [CH2:14]([C:2]([CH2:14][C:15]1[CH:20]=[CH:19][CH:18]=[CH:17][CH:16]=1)([C:3]([O:5][CH2:6][CH3:7])=[O:4])[C:1]([O:9][CH2:10][CH3:11])=[O:8])[C:15]1[CH:20]=[CH:19][CH:18]=[CH:17][CH:16]=1, predict the reactants needed to synthesize it. The reactants are: [C:1]([O:9][CH2:10][CH3:11])(=[O:8])[CH2:2][C:3]([O:5][CH2:6][CH3:7])=[O:4].[H-].[Na+].[CH2:14](Cl)[C:15]1[CH:20]=[CH:19][CH:18]=[CH:17][CH:16]=1.[Cl-].[NH4+]. (5) Given the product [CH3:12][C:13]1[CH:19]=[C:18]([CH3:20])[CH:17]=[CH:16][C:14]=1[NH:15][C:2]1[CH:7]=[CH:6][CH:5]=[CH:4][C:3]=1[CH2:8][C:9]([OH:11])=[O:10], predict the reactants needed to synthesize it. The reactants are: Br[C:2]1[CH:7]=[CH:6][CH:5]=[CH:4][C:3]=1[CH2:8][C:9]([OH:11])=[O:10].[CH3:12][C:13]1[CH:19]=[C:18]([CH3:20])[CH:17]=[CH:16][C:14]=1[NH2:15]. (6) Given the product [CH3:10][O:9][C:7]1[CH:19]=[C:17]([NH:16][CH2:2][C:3]2[CH:12]=[CH:11][C:6]([C:7]([O:9][CH3:10])=[O:8])=[CH:5][CH:4]=2)[CH:18]=[CH:5][CH:6]=1, predict the reactants needed to synthesize it. The reactants are: Br[CH2:2][C:3]1[CH:12]=[CH:11][C:6]([C:7]([O:9][CH3:10])=[O:8])=[CH:5][CH:4]=1.C([N:16](CC)[CH:17]([CH3:19])[CH3:18])(C)C. (7) The reactants are: [C:1]([N:3]=[C:4]([S-:6])[S-])#[N:2].[CH3:7][NH:8][CH3:9].[CH2:10](Cl)Cl. Given the product [C:1]([N:3]=[C:4]([S:6][CH3:10])[N:8]([CH3:9])[CH3:7])#[N:2], predict the reactants needed to synthesize it.